Dataset: Catalyst prediction with 721,799 reactions and 888 catalyst types from USPTO. Task: Predict which catalyst facilitates the given reaction. (1) Reactant: [OH:1][CH:2]([C:5]1[CH:14]=[C:13]2[C:8]([C:9](=[O:15])[CH2:10][CH2:11][O:12]2)=[CH:7][CH:6]=1)[CH2:3][OH:4].CO[C:18](OC)([CH3:20])[CH3:19].[C@@]12(CS(O)(=O)=O)C(C)(C)C(CC1)CC2=O. Product: [CH3:19][C:18]1([CH3:20])[O:1][CH:2]([C:5]2[CH:14]=[C:13]3[C:8]([C:9](=[O:15])[CH2:10][CH2:11][O:12]3)=[CH:7][CH:6]=2)[CH2:3][O:4]1. The catalyst class is: 21. (2) Reactant: Br[C:2]1[CH:7]=[CH:6][C:5]([C:8]([O:11][CH3:12])([CH3:10])[CH3:9])=[C:4]([O:13][CH3:14])[CH:3]=1.C([Li])CCC.Cl[C:21]([O:23][CH2:24][CH3:25])=[O:22]. Product: [CH3:14][O:13][C:4]1[CH:3]=[C:2]([CH:7]=[CH:6][C:5]=1[C:8]([O:11][CH3:12])([CH3:10])[CH3:9])[C:21]([O:23][CH2:24][CH3:25])=[O:22]. The catalyst class is: 1.